The task is: Predict the product of the given reaction.. This data is from Forward reaction prediction with 1.9M reactions from USPTO patents (1976-2016). (1) Given the reactants [CH3:1][S:2]([N:5]1[C:13]2[C:8](=[CH:9][C:10]([N+:14]([O-])=O)=[CH:11][CH:12]=2)[CH:7]=[N:6]1)(=[O:4])=[O:3].C([O-])=O.[NH4+], predict the reaction product. The product is: [CH3:1][S:2]([N:5]1[C:13]2[C:8](=[CH:9][C:10]([NH2:14])=[CH:11][CH:12]=2)[CH:7]=[N:6]1)(=[O:3])=[O:4]. (2) Given the reactants [CH:1]1([NH:4][C:5]([C:7]2[N:8]=[N:9][N:10]([C:21]3[CH:26]=[CH:25][C:24]([C:27]([NH:29][CH2:30][CH3:31])=[O:28])=[CH:23][CH:22]=3)[C:11]=2[CH2:12]P(OCC)(OCC)=O)=[O:6])[CH2:3][CH2:2]1.[H-].[Na+].[C:34]([N:53]1[CH:57]=[CH:56][N:55]=[C:54]1[CH:58]=O)([C:47]1[CH:52]=[CH:51][CH:50]=[CH:49][CH:48]=1)([C:41]1[CH:46]=[CH:45][CH:44]=[CH:43][CH:42]=1)[C:35]1[CH:40]=[CH:39][CH:38]=[CH:37][CH:36]=1.O, predict the reaction product. The product is: [CH:1]1([NH:4][C:5]([C:7]2[N:8]=[N:9][N:10]([C:21]3[CH:22]=[CH:23][C:24]([C:27]([NH:29][CH2:30][CH3:31])=[O:28])=[CH:25][CH:26]=3)[C:11]=2/[CH:12]=[CH:58]/[C:54]2[N:53]([C:34]([C:35]3[CH:40]=[CH:39][CH:38]=[CH:37][CH:36]=3)([C:41]3[CH:42]=[CH:43][CH:44]=[CH:45][CH:46]=3)[C:47]3[CH:52]=[CH:51][CH:50]=[CH:49][CH:48]=3)[CH:57]=[CH:56][N:55]=2)=[O:6])[CH2:2][CH2:3]1. (3) The product is: [NH:19]1[C:27]2=[N:26][CH:25]=[CH:24][CH:23]=[C:22]2[C:21]([CH:28]=[C:12]2[O:11][C:10]([N:1]3[C:9]4[C:4](=[CH:5][CH:6]=[CH:7][CH:8]=4)[CH2:3][CH2:2]3)=[C:14]([C:15]([O:17][CH2:31][CH3:32])=[O:16])[C:13]2=[O:18])=[CH:20]1. Given the reactants [N:1]1([C:10]2[O:11][CH2:12][C:13](=[O:18])[C:14]=2[C:15]([O-:17])=[O:16])[C:9]2[C:4](=[CH:5][CH:6]=[CH:7][CH:8]=2)[CH2:3][CH2:2]1.[NH:19]1[C:27]2[C:22](=[CH:23][CH:24]=[CH:25][N:26]=2)[C:21]([CH:28]=O)=[CH:20]1.N1CCC[C@H:31]1[C:32](O)=O, predict the reaction product. (4) Given the reactants C(OC([NH:8][C:9]([C:23]1[CH:28]=[C:27]([F:29])[CH:26]=[C:25]([F:30])[CH:24]=1)([CH3:22])[CH2:10][NH:11][C:12]1([C:18]([O:20][CH3:21])=[O:19])[CH2:17][CH2:16][CH2:15][CH2:14][CH2:13]1)=O)(C)(C)C.Cl.C([O-])(O)=O.[Na+], predict the reaction product. The product is: [NH2:8][C:9]([C:23]1[CH:24]=[C:25]([F:30])[CH:26]=[C:27]([F:29])[CH:28]=1)([CH3:22])[CH2:10][NH:11][C:12]1([C:18]([O:20][CH3:21])=[O:19])[CH2:17][CH2:16][CH2:15][CH2:14][CH2:13]1. (5) The product is: [Cl:27][C:14]1[CH:15]=[C:16]2[C:11](=[CH:12][CH:13]=1)[N:10]=[C:9]([N:28]([CH2:31][CH3:32])[CH2:29][CH3:30])[C:8]([C:6]([OH:7])=[O:5])=[C:17]2[C:18]1[CH:23]=[CH:22][CH:21]=[C:20]([CH:24]([CH3:26])[CH3:25])[CH:19]=1. Given the reactants C([O:5][C:6]([C:8]1[C:9]([N:28]([CH2:31][CH3:32])[CH2:29][CH3:30])=[N:10][C:11]2[C:16]([C:17]=1[C:18]1[CH:23]=[CH:22][CH:21]=[C:20]([CH:24]([CH3:26])[CH3:25])[CH:19]=1)=[CH:15][C:14]([Cl:27])=[CH:13][CH:12]=2)=[O:7])(C)(C)C.Cl, predict the reaction product.